Dataset: Reaction yield outcomes from USPTO patents with 853,638 reactions. Task: Predict the reaction yield, written as a fraction of the theoretical maximum amount of product (1.0 means a 100% yield; for example, 0.34 means a 34% yield). (1) The reactants are [N+:1]([C:4]1[CH:5]=[C:6](/[CH:10]=[CH:11]/[C:12]2[CH:17]=[CH:16][N:15]=[CH:14][CH:13]=2)[CH:7]=[CH:8][CH:9]=1)([O-])=O.O.O.[Sn](Cl)Cl. The catalyst is CCO. The product is [N:15]1[CH:16]=[CH:17][C:12](/[CH:11]=[CH:10]/[C:6]2[CH:5]=[C:4]([NH2:1])[CH:9]=[CH:8][CH:7]=2)=[CH:13][CH:14]=1. The yield is 0.730. (2) The reactants are [CH3:1][O:2][C:3]1[CH:4]=[CH:5][C:6]2[O:10][C:9](=[O:11])[N:8]([CH2:12][C:13]([O:15]CC)=[O:14])[C:7]=2[CH:18]=1.[Li+].[OH-].CC#N.O.FC(F)(F)C(O)=O. The catalyst is O1CCCC1.O. The product is [CH3:1][O:2][C:3]1[CH:4]=[CH:5][C:6]2[O:10][C:9](=[O:11])[N:8]([CH2:12][C:13]([OH:15])=[O:14])[C:7]=2[CH:18]=1. The yield is 0.730. (3) The reactants are [Cl:1][C:2]1[CH:10]=[CH:9][C:5]([C:6]([OH:8])=O)=[CH:4][CH:3]=1.CN(C(ON1N=NC2C=CC=CC1=2)=[N+](C)C)C.[B-](F)(F)(F)F.CN1CCOCC1.Cl.Cl.[CH3:42][NH:43][C@@H:44]([CH:51]([CH3:53])[CH3:52])[CH2:45][N:46]1[CH2:50][CH2:49][CH2:48][CH2:47]1.Cl. The catalyst is CN(C=O)C.CCO.O. The product is [Cl-:1].[Cl:1][C:2]1[CH:3]=[CH:4][C:5]([C:6]([N:43]([C@@H:44]([CH:51]([CH3:53])[CH3:52])[CH2:45][NH+:46]2[CH2:50][CH2:49][CH2:48][CH2:47]2)[CH3:42])=[O:8])=[CH:9][CH:10]=1. The yield is 0.580. (4) The reactants are [C:1]([O:5][C:6](=[O:18])[NH:7][CH2:8][C:9]([C:11]1[CH:16]=[CH:15][C:14](Br)=[CH:13][CH:12]=1)=[O:10])([CH3:4])([CH3:3])[CH3:2].[CH3:19][O:20][C:21](=[O:54])[NH:22][CH:23]([C:27]([N:29]1[CH2:33][CH2:32][CH2:31][CH:30]1[C:34]1[NH:35][C:36]([C:39]2[CH:44]=[CH:43][C:42](B3OC(C)(C)C(C)(C)O3)=[CH:41][CH:40]=2)=[CH:37][N:38]=1)=[O:28])[CH:24]([CH3:26])[CH3:25].C(=O)([O-])[O-].[K+].[K+].COCCOC. The catalyst is C1C=CC([P]([Pd]([P](C2C=CC=CC=2)(C2C=CC=CC=2)C2C=CC=CC=2)([P](C2C=CC=CC=2)(C2C=CC=CC=2)C2C=CC=CC=2)[P](C2C=CC=CC=2)(C2C=CC=CC=2)C2C=CC=CC=2)(C2C=CC=CC=2)C2C=CC=CC=2)=CC=1.O. The product is [CH3:19][O:20][C:21](=[O:54])[NH:22][CH:23]([C:27]([N:29]1[CH2:33][CH2:32][CH2:31][CH:30]1[C:34]1[NH:35][C:36]([C:39]2[CH:40]=[CH:41][C:42]([C:14]3[CH:15]=[CH:16][C:11]([C:9](=[O:10])[CH2:8][NH:7][C:6]([O:5][C:1]([CH3:4])([CH3:3])[CH3:2])=[O:18])=[CH:12][CH:13]=3)=[CH:43][CH:44]=2)=[CH:37][N:38]=1)=[O:28])[CH:24]([CH3:26])[CH3:25]. The yield is 0.440. (5) The reactants are [CH2:1]([O:8][C:9]([NH:11][N:12]([C@H:23]([C:27]([CH3:30])([CH3:29])[CH3:28])[CH2:24][CH:25]=[CH2:26])[C:13](=[O:22])[C:14]1[CH:19]=[C:18]([CH3:20])[CH:17]=[C:16]([CH3:21])[CH:15]=1)=[O:10])[C:2]1[CH:7]=[CH:6][CH:5]=[CH:4][CH:3]=1.CSC.B.[OH:35]O.[OH-].[Na+]. The catalyst is C1COCC1.O. The product is [CH2:1]([O:8][C:9]([NH:11][N:12]([C@H:23]([C:27]([CH3:30])([CH3:29])[CH3:28])[CH2:24][CH2:25][CH2:26][OH:35])[C:13](=[O:22])[C:14]1[CH:15]=[C:16]([CH3:21])[CH:17]=[C:18]([CH3:20])[CH:19]=1)=[O:10])[C:2]1[CH:3]=[CH:4][CH:5]=[CH:6][CH:7]=1. The yield is 0.610. (6) The reactants are [C:1]([CH2:3][C:4]([OH:6])=O)#[N:2].C(OC(=O)C)(=O)C.[C:14]1([NH:20][C:21]([NH2:23])=[O:22])[CH:19]=[CH:18][CH:17]=[CH:16][CH:15]=1.CC(O)C. The catalyst is C(O)(=O)C. The product is [C:1]([CH2:3][C:4]([NH:23][C:21]([NH:20][C:14]1[CH:19]=[CH:18][CH:17]=[CH:16][CH:15]=1)=[O:22])=[O:6])#[N:2]. The yield is 0.826. (7) The reactants are [NH2:1][C:2]1[CH:7]=[C:6]([C:8]2[C:9]([C:22]3[CH:27]=[CH:26][C:25]([F:28])=[CH:24][CH:23]=3)=[N:10][N:11]([C:13]3[CH:14]=[CH:15][C:16]4[N:17]([CH:19]=[N:20][N:21]=4)[N:18]=3)[CH:12]=2)[CH:5]=[CH:4][N:3]=1.[CH:29]1([C:34](Cl)=[O:35])[CH2:33][CH2:32][CH2:31][CH2:30]1. No catalyst specified. The product is [CH:29]1([C:34]([NH:1][C:2]2[CH:7]=[C:6]([C:8]3[C:9]([C:22]4[CH:27]=[CH:26][C:25]([F:28])=[CH:24][CH:23]=4)=[N:10][N:11]([C:13]4[CH:14]=[CH:15][C:16]5[N:17]([CH:19]=[N:20][N:21]=5)[N:18]=4)[CH:12]=3)[CH:5]=[CH:4][N:3]=2)=[O:35])[CH2:33][CH2:32][CH2:31][CH2:30]1. The yield is 0.0900.